From a dataset of NCI-60 drug combinations with 297,098 pairs across 59 cell lines. Regression. Given two drug SMILES strings and cell line genomic features, predict the synergy score measuring deviation from expected non-interaction effect. (1) Drug 1: CC=C1C(=O)NC(C(=O)OC2CC(=O)NC(C(=O)NC(CSSCCC=C2)C(=O)N1)C(C)C)C(C)C. Drug 2: CN1C2=C(C=C(C=C2)N(CCCl)CCCl)N=C1CCCC(=O)O.Cl. Cell line: CCRF-CEM. Synergy scores: CSS=61.1, Synergy_ZIP=0.492, Synergy_Bliss=-5.54, Synergy_Loewe=-39.4, Synergy_HSA=-7.65. (2) Drug 1: CC1C(C(CC(O1)OC2CC(OC(C2O)C)OC3=CC4=CC5=C(C(=O)C(C(C5)C(C(=O)C(C(C)O)O)OC)OC6CC(C(C(O6)C)O)OC7CC(C(C(O7)C)O)OC8CC(C(C(O8)C)O)(C)O)C(=C4C(=C3C)O)O)O)O. Drug 2: C1=NC2=C(N1)C(=S)N=CN2. Cell line: A498. Synergy scores: CSS=35.6, Synergy_ZIP=-3.45, Synergy_Bliss=-0.444, Synergy_Loewe=-6.50, Synergy_HSA=-0.307. (3) Drug 1: C1CC(=O)NC(=O)C1N2CC3=C(C2=O)C=CC=C3N. Drug 2: C1=NNC2=C1C(=O)NC=N2. Cell line: COLO 205. Synergy scores: CSS=3.99, Synergy_ZIP=1.59, Synergy_Bliss=4.80, Synergy_Loewe=1.90, Synergy_HSA=0.150. (4) Drug 1: CCCS(=O)(=O)NC1=C(C(=C(C=C1)F)C(=O)C2=CNC3=C2C=C(C=N3)C4=CC=C(C=C4)Cl)F. Drug 2: C(CCl)NC(=O)N(CCCl)N=O. Cell line: MCF7. Synergy scores: CSS=-0.632, Synergy_ZIP=3.00, Synergy_Bliss=1.48, Synergy_Loewe=-4.27, Synergy_HSA=-3.58. (5) Drug 1: C1CN1P(=S)(N2CC2)N3CC3. Drug 2: C1=CC=C(C(=C1)C(C2=CC=C(C=C2)Cl)C(Cl)Cl)Cl. Cell line: COLO 205. Synergy scores: CSS=12.6, Synergy_ZIP=-7.27, Synergy_Bliss=-6.90, Synergy_Loewe=-13.6, Synergy_HSA=-7.31. (6) Drug 1: C1=CN(C(=O)N=C1N)C2C(C(C(O2)CO)O)O.Cl. Drug 2: COCCOC1=C(C=C2C(=C1)C(=NC=N2)NC3=CC=CC(=C3)C#C)OCCOC.Cl. Cell line: KM12. Synergy scores: CSS=27.9, Synergy_ZIP=-9.70, Synergy_Bliss=-2.69, Synergy_Loewe=-11.9, Synergy_HSA=-1.44. (7) Drug 1: CC1=C(N=C(N=C1N)C(CC(=O)N)NCC(C(=O)N)N)C(=O)NC(C(C2=CN=CN2)OC3C(C(C(C(O3)CO)O)O)OC4C(C(C(C(O4)CO)O)OC(=O)N)O)C(=O)NC(C)C(C(C)C(=O)NC(C(C)O)C(=O)NCCC5=NC(=CS5)C6=NC(=CS6)C(=O)NCCC[S+](C)C)O. Drug 2: C1CN(P(=O)(OC1)NCCCl)CCCl. Cell line: MDA-MB-435. Synergy scores: CSS=0.630, Synergy_ZIP=-1.63, Synergy_Bliss=-3.45, Synergy_Loewe=1.37, Synergy_HSA=-3.75.